From a dataset of Full USPTO retrosynthesis dataset with 1.9M reactions from patents (1976-2016). Predict the reactants needed to synthesize the given product. (1) Given the product [CH2:62]([O:69][C:70](=[O:78])[CH2:71][C@@H:72]([NH:77][C:36](=[O:37])[CH2:35][CH2:34][CH2:33][CH2:32][CH2:31][CH2:30][CH2:29][CH2:28][O:27][C:26]1[CH:38]=[CH:39][C:23]([O:22][CH3:21])=[CH:24][CH:25]=1)[CH2:73][N:74]([CH3:75])[CH3:76])[C:63]1[CH:68]=[CH:67][CH:66]=[CH:65][CH:64]=1, predict the reactants needed to synthesize it. The reactants are: COC1C=CC(O)=CC=1.BrCCCCCCCCCO.[CH3:21][O:22][C:23]1[CH:39]=[CH:38][C:26]([O:27][CH2:28][CH2:29][CH2:30][CH2:31][CH2:32][CH2:33][CH2:34][CH2:35][CH2:36][OH:37])=[CH:25][CH:24]=1.COC1C=CC(OCCCCCCCCC(O)=O)=CC=1.Cl.Cl.[CH2:62]([O:69][C:70](=[O:78])[CH2:71][C@@H:72]([NH2:77])[CH2:73][N:74]([CH3:76])[CH3:75])[C:63]1[CH:68]=[CH:67][CH:66]=[CH:65][CH:64]=1. (2) Given the product [NH2:7][CH2:8][CH2:9][CH2:10][NH:11][C:12](=[O:38])[CH2:13][C@@H:14]1[N:20]=[C:19]([C:21]2[CH:22]=[CH:23][C:24]([Cl:27])=[CH:25][CH:26]=2)[C:18]2[CH:28]=[C:29]([O:32][CH3:33])[CH:30]=[CH:31][C:17]=2[N:16]2[C:34]([CH3:37])=[N:35][N:36]=[C:15]12, predict the reactants needed to synthesize it. The reactants are: C(OC(=O)[NH:7][CH2:8][CH2:9][CH2:10][NH:11][C:12](=[O:38])[CH2:13][C@@H:14]1[N:20]=[C:19]([C:21]2[CH:26]=[CH:25][C:24]([Cl:27])=[CH:23][CH:22]=2)[C:18]2[CH:28]=[C:29]([O:32][CH3:33])[CH:30]=[CH:31][C:17]=2[N:16]2[C:34]([CH3:37])=[N:35][N:36]=[C:15]12)(C)(C)C.C(O)(C(F)(F)F)=O. (3) Given the product [CH2:24]([O:23][C:17]([C:18]1[C:7]([C:8]2[CH:9]=[CH:10][C:11]([O:14][CH2:15][CH3:16])=[CH:12][CH:13]=2)=[C:3]([C:1]#[N:2])[C:4](=[S:5])[NH:6][C:19]=1[CH3:21])=[O:22])[CH3:25], predict the reactants needed to synthesize it. The reactants are: [C:1]([C:3](=[CH:7][C:8]1[CH:13]=[CH:12][C:11]([O:14][CH2:15][CH3:16])=[CH:10][CH:9]=1)[C:4]([NH2:6])=[S:5])#[N:2].[C:17]([O:23][CH2:24][CH3:25])(=[O:22])[CH2:18][C:19]([CH3:21])=O.N1CCCCC1. (4) Given the product [CH:9]1([S:12][C:13]2[CH:18]=[CH:17][C:16]([C:5](=[O:7])[CH3:6])=[CH:15][CH:14]=2)[CH2:11][CH2:10]1, predict the reactants needed to synthesize it. The reactants are: [Cl-].[Cl-].[Cl-].[Al+3].[C:5](Cl)(=[O:7])[CH3:6].[CH:9]1([S:12][C:13]2[CH:18]=[CH:17][CH:16]=[CH:15][CH:14]=2)[CH2:11][CH2:10]1. (5) The reactants are: [N+:1]([C:4]1[CH:26]=[CH:25][C:7]([O:8][C:9]2[C:22]([Br:23])=[CH:21][C:12]([C:13]([NH:15][CH2:16][C:17]([O:19][CH3:20])=[O:18])=[O:14])=[CH:11][C:10]=2[Br:24])=[CH:6][CH:5]=1)([O-])=O. Given the product [NH2:1][C:4]1[CH:5]=[CH:6][C:7]([O:8][C:9]2[C:10]([Br:24])=[CH:11][C:12]([C:13]([NH:15][CH2:16][C:17]([O:19][CH3:20])=[O:18])=[O:14])=[CH:21][C:22]=2[Br:23])=[CH:25][CH:26]=1, predict the reactants needed to synthesize it.